Dataset: Full USPTO retrosynthesis dataset with 1.9M reactions from patents (1976-2016). Task: Predict the reactants needed to synthesize the given product. (1) Given the product [Cl:28][C:24]1[CH:23]=[C:22]([CH:27]=[CH:26][CH:25]=1)[CH2:21][CH:2]1[CH2:3][CH2:4][CH2:5][CH2:6][CH2:7][CH2:8][C:1]1=[O:9], predict the reactants needed to synthesize it. The reactants are: [C:1]1(=[O:9])[CH2:8][CH2:7][CH2:6][CH2:5][CH2:4][CH2:3][CH2:2]1.[Li+].C[Si]([N-][Si](C)(C)C)(C)C.Br[CH2:21][C:22]1[CH:27]=[CH:26][CH:25]=[C:24]([Cl:28])[CH:23]=1. (2) Given the product [C:1]([O:5][C:6]([N:8]1[CH2:12][CH:11]([F:13])[C:10]([CH3:14])([CH3:15])[CH:9]1[CH2:16][CH2:17][C:18]([OH:20])=[O:19])=[O:7])([CH3:4])([CH3:2])[CH3:3], predict the reactants needed to synthesize it. The reactants are: [C:1]([O:5][C:6]([N:8]1[CH2:12][CH:11]([F:13])[C:10]([CH3:15])([CH3:14])[CH:9]1[CH2:16][CH2:17][C:18]([O:20]CC)=[O:19])=[O:7])([CH3:4])([CH3:3])[CH3:2].O[Li].O. (3) Given the product [NH:14]1[C:15]2[C:11](=[CH:10][C:9]([NH:8][C:6]3[CH:5]=[CH:4][N:3]=[C:2]([C:26]4[CH:27]=[C:22]([CH:23]=[CH:24][CH:25]=4)[C:20]([O:19][CH3:18])=[O:21])[N:7]=3)=[CH:17][CH:16]=2)[CH:12]=[N:13]1, predict the reactants needed to synthesize it. The reactants are: Cl[C:2]1[N:7]=[C:6]([NH:8][C:9]2[CH:10]=[C:11]3[C:15](=[CH:16][CH:17]=2)[NH:14][N:13]=[CH:12]3)[CH:5]=[CH:4][N:3]=1.[CH3:18][O:19][C:20]([C:22]1[CH:23]=[C:24](B(O)O)[CH:25]=[CH:26][CH:27]=1)=[O:21].C([O-])([O-])=O.[K+].[K+]. (4) Given the product [Br:11][C:9]1[C:8]([F:12])=[CH:7][C:6]([F:13])=[C:5]([CH:10]=1)[CH2:4][NH2:1], predict the reactants needed to synthesize it. The reactants are: [N:1]([CH2:4][C:5]1[CH:10]=[C:9]([Br:11])[C:8]([F:12])=[CH:7][C:6]=1[F:13])=[N+]=[N-].C1(P(C2C=CC=CC=2)C2C=CC=CC=2)C=CC=CC=1. (5) Given the product [Cl:1][C:2]1[CH:3]=[N:4][N:5]([C:7]2[CH:8]=[C:9]([CH3:22])[C:10]([C:14]3[C:15](=[O:21])[CH:16]([CH2:34][C:35]#[N:36])[CH2:17][C:18]=3[O:19][CH3:20])=[C:11]([CH3:13])[CH:12]=2)[CH:6]=1, predict the reactants needed to synthesize it. The reactants are: [Cl:1][C:2]1[CH:3]=[N:4][N:5]([C:7]2[CH:12]=[C:11]([CH3:13])[C:10]([C:14]3[C:15](=[O:21])[CH2:16][CH2:17][C:18]=3[O:19][CH3:20])=[C:9]([CH3:22])[CH:8]=2)[CH:6]=1.[Li+].C[Si]([N-][Si](C)(C)C)(C)C.Br[CH2:34][C:35]#[N:36].